This data is from Full USPTO retrosynthesis dataset with 1.9M reactions from patents (1976-2016). The task is: Predict the reactants needed to synthesize the given product. (1) Given the product [Cl:25][C:26]1[CH:27]=[CH:28][C:29]([C:32]([N:37]2[C:45]3[C:40](=[C:41]([NH:46][C:47](=[O:53])[O:48][C:49]([CH3:51])([CH3:52])[CH3:50])[CH:42]=[CH:43][CH:44]=3)[CH:39]=[CH:38]2)([CH2:33][CH3:14])/[CH:35]=[CH:36]/[C:1]#[N:2])=[CH:30][CH:31]=1, predict the reactants needed to synthesize it. The reactants are: [C:1](CP(=O)(OCC)OCC)#[N:2].[Li+].[Cl-].[CH2:14]1CCN2C(=NCCC2)CC1.[Cl:25][C:26]1[CH:31]=[CH:30][C:29]([C:32]([N:37]2[C:45]3[C:40](=[C:41]([NH:46][C:47](=[O:53])[O:48][C:49]([CH3:52])([CH3:51])[CH3:50])[CH:42]=[CH:43][CH:44]=3)[CH:39]=[CH:38]2)([CH2:35][CH3:36])[CH:33]=O)=[CH:28][CH:27]=1. (2) Given the product [N:3]1([C:22]([C:21]2[CH:20]=[CH:19][C:18]([O:17][C:16]3[CH:27]=[C:28]([CH:29]=[C:14]([O:13][C@@H:12]([CH3:40])[CH2:11][OH:10])[CH:15]=3)[C:30]([NH:32][C:33]3[CH:38]=[N:37][C:36]([CH3:39])=[CH:35][N:34]=3)=[O:31])=[CH:26][CH:25]=2)=[O:23])[CH2:4][CH2:9][CH2:7]1, predict the reactants needed to synthesize it. The reactants are: CC[N:3]([CH:7]([CH3:9])C)[CH:4](C)C.[OH:10][CH2:11][C@H:12]([CH3:40])[O:13][C:14]1[CH:15]=[C:16]([CH:27]=[C:28]([C:30]([NH:32][C:33]2[CH:38]=[N:37][C:36]([CH3:39])=[CH:35][N:34]=2)=[O:31])[CH:29]=1)[O:17][C:18]1[CH:26]=[CH:25][C:21]([C:22](O)=[O:23])=[CH:20][CH:19]=1.CN(C(ON1N=NC2C=CC=NC1=2)=[N+](C)C)C.F[P-](F)(F)(F)(F)F.Cl.N1CCC1. (3) Given the product [Cl:1][C:2]1[C:3]([C:14]2[N:18]([CH3:19])[C:17]3[CH:20]=[CH:21][CH:22]=[CH:23][C:16]=3[N:15]=2)=[CH:4][C:5]([N:8]2[CH2:9][CH2:10][N:11]([S:34]([CH3:33])(=[O:36])=[O:35])[CH2:12][CH2:13]2)=[N:6][CH:7]=1, predict the reactants needed to synthesize it. The reactants are: [Cl:1][C:2]1[C:3]([C:14]2[N:18]([CH3:19])[C:17]3[CH:20]=[CH:21][CH:22]=[CH:23][C:16]=3[N:15]=2)=[CH:4][C:5]([N:8]2[CH2:13][CH2:12][NH:11][CH2:10][CH2:9]2)=[N:6][CH:7]=1.CCN(C(C)C)C(C)C.[CH3:33][S:34](Cl)(=[O:36])=[O:35]. (4) The reactants are: [C:1]1([C@@H:7]2[C@H:13]([C:14]3[CH:19]=[CH:18][CH:17]=[CH:16][CH:15]=3)[CH2:12][CH2:11][NH:10][C:9](=O)[CH2:8]2)[CH:6]=[CH:5][CH:4]=[CH:3][CH:2]=1.[H-].[H-].[H-].[H-].[Li+].[Al+3]. Given the product [C:14]1([C@@H:13]2[C@H:7]([C:1]3[CH:6]=[CH:5][CH:4]=[CH:3][CH:2]=3)[CH2:8][CH2:9][NH:10][CH2:11][CH2:12]2)[CH:15]=[CH:16][CH:17]=[CH:18][CH:19]=1, predict the reactants needed to synthesize it. (5) Given the product [CH3:24][C:25]1[N:1]([CH2:2][C:3]2[CH:4]=[C:5]3[C:10](=[CH:11][C:12]=2[C:13]([F:15])([F:16])[F:14])[NH:9][C:8](=[O:17])[N:7]([NH:18][S:19]([CH3:22])(=[O:20])=[O:21])[C:6]3=[O:23])[CH:27]=[CH:28][CH:29]=1, predict the reactants needed to synthesize it. The reactants are: [NH2:1][CH2:2][C:3]1[CH:4]=[C:5]2[C:10](=[CH:11][C:12]=1[C:13]([F:16])([F:15])[F:14])[NH:9][C:8](=[O:17])[N:7]([NH:18][S:19]([CH3:22])(=[O:21])=[O:20])[C:6]2=[O:23].[CH3:24][C:25]1(OC)[CH2:29][CH2:28][CH:27](OC)O1. (6) Given the product [CH2:16]([O:15][C:12]1[CH:13]=[CH:14][C:9]([C:7]2[S:8][C:4]3[CH:3]=[C:2]([C:42]4[CH:41]=[CH:40][C:39]([CH2:30][CH2:31][CH2:32][CH2:33][CH2:34][CH2:35][CH2:36][CH2:37][CH3:38])=[CH:44][CH:43]=4)[CH:29]=[CH:28][C:5]=3[N:6]=2)=[CH:10][CH:11]=1)[CH2:17][CH2:18][CH2:19][CH2:20][CH2:21][CH2:22][CH2:23][CH2:24][CH2:25][CH2:26][CH3:27], predict the reactants needed to synthesize it. The reactants are: Br[C:2]1[CH:29]=[CH:28][C:5]2[N:6]=[C:7]([C:9]3[CH:14]=[CH:13][C:12]([O:15][CH2:16][CH2:17][CH2:18][CH2:19][CH2:20][CH2:21][CH2:22][CH2:23][CH2:24][CH2:25][CH2:26][CH3:27])=[CH:11][CH:10]=3)[S:8][C:4]=2[CH:3]=1.[CH2:30]([C:39]1[CH:44]=[CH:43][C:42](B(O)O)=[CH:41][CH:40]=1)[CH2:31][CH2:32][CH2:33][CH2:34][CH2:35][CH2:36][CH2:37][CH3:38].C(=O)([O-])[O-].[Na+].[Na+]. (7) Given the product [CH3:24][C:13]1[CH:12]=[C:11]([C:3](=[N:2][O:1][CH2:37][C:36]2[CH:35]=[CH:34][C:33]([C:32]([F:31])([F:41])[F:42])=[CH:40][CH:39]=2)[CH2:4][C:5]2[CH:6]=[CH:7][CH:8]=[CH:9][CH:10]=2)[CH:23]=[CH:22][C:14]=1[O:15][CH2:16][C:17]([O:19][CH2:20][CH3:21])=[O:18], predict the reactants needed to synthesize it. The reactants are: [OH:1][N:2]=[C:3]([C:11]1[CH:23]=[CH:22][C:14]([O:15][CH2:16][C:17]([O:19][CH2:20][CH3:21])=[O:18])=[C:13]([CH3:24])[CH:12]=1)[CH2:4][C:5]1[CH:10]=[CH:9][CH:8]=[CH:7][CH:6]=1.C(=O)([O-])[O-].[Cs+].[Cs+].[F:31][C:32]([F:42])([F:41])[C:33]1[CH:40]=[CH:39][C:36]([CH2:37]Br)=[CH:35][CH:34]=1.